Task: Predict the product of the given reaction.. Dataset: Forward reaction prediction with 1.9M reactions from USPTO patents (1976-2016) (1) The product is: [Br:1][C:2]1[CH:3]=[CH:4][C:5]([C:8]2[CH2:12][C@@H:11]([CH2:13][Cl:35])[O:10][N:9]=2)=[N:6][CH:7]=1. Given the reactants [Br:1][C:2]1[CH:3]=[CH:4][C:5]([C:8]2[CH2:12][C@@H:11]([CH2:13]O)[O:10][N:9]=2)=[N:6][CH:7]=1.C1(P(C2C=CC=CC=2)C2C=CC=CC=2)C=CC=CC=1.C(Cl)(Cl)(Cl)[Cl:35], predict the reaction product. (2) Given the reactants [CH3:1][O:2][C:3](/[C:5](/NC(=O)OC(C)(C)C)=[CH:6]/[C:7]1[CH:15]=[C:14]([CH3:16])[C:13]2[C:9](=[CH:10][N:11]([CH2:17][O:18][CH2:19][CH2:20][Si:21]([CH3:24])([CH3:23])[CH3:22])[N:12]=2)[CH:8]=1)=[O:4].FC(F)(F)C(O)=[O:36].C([BH3-])#N.[Na+].O1CCCC1, predict the reaction product. The product is: [CH3:22][Si:21]([CH3:24])([CH3:23])[CH2:20][CH2:19][O:18][CH2:17][N:11]1[CH:10]=[C:9]2[C:13]([C:14]([CH3:16])=[CH:15][C:7]([CH2:6][CH:5]([OH:36])[C:3]([O:2][CH3:1])=[O:4])=[CH:8]2)=[N:12]1. (3) Given the reactants [CH3:1][O:2][C:3](=[O:12])[C:4]1[CH:9]=[CH:8][C:7](Br)=[CH:6][C:5]=1[F:11].[B:13]1([B:13]2[O:17][C:16]([CH3:19])([CH3:18])[C:15]([CH3:21])([CH3:20])[O:14]2)[O:17][C:16]([CH3:19])([CH3:18])[C:15]([CH3:21])([CH3:20])[O:14]1.C([O-])(=O)C.[K+], predict the reaction product. The product is: [CH3:1][O:2][C:3](=[O:12])[C:4]1[CH:9]=[CH:8][C:7]([B:13]2[O:17][C:16]([CH3:19])([CH3:18])[C:15]([CH3:21])([CH3:20])[O:14]2)=[CH:6][C:5]=1[F:11].